This data is from Forward reaction prediction with 1.9M reactions from USPTO patents (1976-2016). The task is: Predict the product of the given reaction. Given the reactants [CH2:1]([O:8][C:9]([N:11]1[CH:16]([CH3:17])[CH2:15][N:14](CC2C=CC(C#N)=C(NC(C3C=CC=CC=3)C3C=CC=CC=3)C=2)[C:13](=[O:41])[C@@H:12]1[CH3:42])=[O:10])[C:2]1[CH:7]=[CH:6][CH:5]=[CH:4][CH:3]=1.Cl, predict the reaction product. The product is: [CH2:1]([O:8][C:9]([N:11]1[CH:16]([CH3:17])[CH2:15][NH:14][C:13](=[O:41])[CH:12]1[CH3:42])=[O:10])[C:2]1[CH:3]=[CH:4][CH:5]=[CH:6][CH:7]=1.